Dataset: Peptide-MHC class I binding affinity with 185,985 pairs from IEDB/IMGT. Task: Regression. Given a peptide amino acid sequence and an MHC pseudo amino acid sequence, predict their binding affinity value. This is MHC class I binding data. (1) The peptide sequence is ILGIIITVGM. The MHC is HLA-A02:01 with pseudo-sequence HLA-A02:01. The binding affinity (normalized) is 0.340. (2) The peptide sequence is IIIAVARKH. The MHC is HLA-A11:01 with pseudo-sequence HLA-A11:01. The binding affinity (normalized) is 0.114. (3) The peptide sequence is VLYCVHQHI. The MHC is HLA-A02:03 with pseudo-sequence HLA-A02:03. The binding affinity (normalized) is 0.872.